This data is from Forward reaction prediction with 1.9M reactions from USPTO patents (1976-2016). The task is: Predict the product of the given reaction. (1) Given the reactants [Cl:1][C:2]1[CH:3]=[CH:4][C:5]2[O:15][C:8]3([CH2:13][CH2:12][CH:11]([NH2:14])[CH2:10][CH2:9]3)[CH2:7][C:6]=2[CH:16]=1.[CH3:17][O:18][C:19]1[CH:41]=[CH:40][C:22]([CH2:23][O:24][C:25]2[CH:34]=[CH:33][C:28]([C:29]([NH:31][CH3:32])=[O:30])=[C:27]([O:35][CH2:36][C@@H:37]3[CH2:39][O:38]3)[CH:26]=2)=[CH:21][CH:20]=1, predict the reaction product. The product is: [Cl:1][C:2]1[CH:3]=[CH:4][C:5]2[O:15][C:8]3([CH2:9][CH2:10][CH:11]([NH:14][CH2:39][C@H:37]([OH:38])[CH2:36][O:35][C:27]4[CH:26]=[C:25]([O:24][CH2:23][C:22]5[CH:21]=[CH:20][C:19]([O:18][CH3:17])=[CH:41][CH:40]=5)[CH:34]=[CH:33][C:28]=4[C:29]([NH:31][CH3:32])=[O:30])[CH2:12][CH2:13]3)[CH2:7][C:6]=2[CH:16]=1. (2) Given the reactants [C:1]([C:4]1[N:8]([CH3:9])[C:7]2[CH:10]=[CH:11][C:12]([N:14]3[CH:19]=[C:18]([C:20]([O:22][CH2:23][CH3:24])=[O:21])[C:17](=[O:25])[NH:16][C:15]3=[O:26])=[CH:13][C:6]=2[N:5]=1)(=[O:3])[NH2:2].Br[CH2:28][C:29]1[CH:34]=[CH:33][CH:32]=[C:31]([C:35]([F:38])([F:37])[F:36])[C:30]=1[CH3:39].C(=O)([O-])[O-].[K+].[K+].[I-].[K+], predict the reaction product. The product is: [C:1]([C:4]1[N:8]([CH3:9])[C:7]2[CH:10]=[CH:11][C:12]([N:14]3[CH:19]=[C:18]([C:20]([O:22][CH2:23][CH3:24])=[O:21])[C:17](=[O:25])[N:16]([CH2:28][C:29]4[CH:34]=[CH:33][CH:32]=[C:31]([C:35]([F:36])([F:37])[F:38])[C:30]=4[CH3:39])[C:15]3=[O:26])=[CH:13][C:6]=2[N:5]=1)(=[O:3])[NH2:2]. (3) Given the reactants [C:1]([C:3]1[CH:8]=[CH:7][C:6]([OH:9])=[CH:5][CH:4]=1)#[N:2].C([O-])([O-])=O.[K+].[K+].Br[CH2:17][CH2:18][CH2:19][CH2:20][CH2:21][CH2:22][CH2:23][CH2:24][CH2:25][OH:26].O, predict the reaction product. The product is: [C:1]([C:3]1[CH:8]=[CH:7][C:6]([O:9][CH2:17][CH2:18][CH2:19][CH2:20][CH2:21][CH2:22][CH2:23][CH2:24][CH2:25][OH:26])=[CH:5][CH:4]=1)#[N:2]. (4) Given the reactants [F:1][C:2]1[CH:3]=[C:4]([N:9]2[CH:14]=[CH:13][C:12](=[O:15])[C:11]([CH2:16][C:17]3[CH:22]=[CH:21][CH:20]=[C:19]([C:23]4[N:28]=[CH:27][C:26]([OH:29])=[CH:25][N:24]=4)[CH:18]=3)=[N:10]2)[CH:5]=[CH:6][C:7]=1[F:8].I[CH2:31][CH:32]1[CH2:37][O:36][CH2:35][CH2:34][O:33]1.FC(F)(CN1CCOCC1)COC1C=NC(C2C=C(C=CC=2)CC2C(=O)C=CN(C3C=NN(C)C=3)N=2)=NC=1, predict the reaction product. The product is: [F:1][C:2]1[CH:3]=[C:4]([N:9]2[CH:14]=[CH:13][C:12](=[O:15])[C:11]([CH2:16][C:17]3[CH:22]=[CH:21][CH:20]=[C:19]([C:23]4[N:28]=[CH:27][C:26]([O:29][CH2:31][CH:32]5[CH2:37][O:36][CH2:35][CH2:34][O:33]5)=[CH:25][N:24]=4)[CH:18]=3)=[N:10]2)[CH:5]=[CH:6][C:7]=1[F:8].